Dataset: Forward reaction prediction with 1.9M reactions from USPTO patents (1976-2016). Task: Predict the product of the given reaction. Given the reactants [CH2:1]([C:4]1[CH:9]=[CH:8][C:7]([Br:10])=[CH:6][C:5]=1[CH3:11])[CH:2]=C.I([O-])(=O)(=O)=[O:13].[Na+].[OH2:18], predict the reaction product. The product is: [Br:10][C:7]1[CH:8]=[CH:9][C:4]([CH2:1][C:2]([OH:13])=[O:18])=[C:5]([CH3:11])[CH:6]=1.